Dataset: Catalyst prediction with 721,799 reactions and 888 catalyst types from USPTO. Task: Predict which catalyst facilitates the given reaction. (1) Reactant: [F:1][C:2]([F:18])([F:17])[C:3]1[CH:16]=[CH:15][C:6]2[CH:7]=[C:8]([C:10]([O:12]CC)=[O:11])[S:9][C:5]=2[CH:4]=1.CO.[Li+].[OH-].O. The catalyst class is: 1. Product: [F:17][C:2]([F:1])([F:18])[C:3]1[CH:16]=[CH:15][C:6]2[CH:7]=[C:8]([C:10]([OH:12])=[O:11])[S:9][C:5]=2[CH:4]=1. (2) Reactant: [C:1]([O:9][CH2:10][C@@H:11]1[CH2:15][C@@H:14]([NH2:16])[C@H:13]([N:17]2[C:21]3[N:22]=[C:23]([NH2:27])[NH:24][C:25](=[O:26])[C:20]=3[S:19][C:18]2=[O:28])[O:12]1)(=[O:8])[C:2]1[CH:7]=[CH:6][CH:5]=[CH:4][CH:3]=1.[CH3:29][S:30](Cl)(=[O:32])=[O:31]. Product: [C:1]([O:9][CH2:10][C@@H:11]1[CH2:15][C@@H:14]([NH:16][S:30]([CH3:29])(=[O:32])=[O:31])[C@H:13]([N:17]2[C:21]3[N:22]=[C:23]([NH2:27])[NH:24][C:25](=[O:26])[C:20]=3[S:19][C:18]2=[O:28])[O:12]1)(=[O:8])[C:2]1[CH:7]=[CH:6][CH:5]=[CH:4][CH:3]=1. The catalyst class is: 168. (3) Reactant: [CH2:1]1[C:10]2[CH:9]=[CH:8][CH:7]=[C:6]([OH:11])[C:5]=2[CH2:4][CH2:3][CH2:2]1.[CH3:12]OS(OC)(=O)=O.C([O-])([O-])=O.[K+].[K+]. Product: [CH3:12][O:11][C:6]1[CH:7]=[CH:8][CH:9]=[C:10]2[C:5]=1[CH2:4][CH2:3][CH2:2][CH2:1]2. The catalyst class is: 21. (4) Reactant: C([O:3][C:4](=[O:30])[CH2:5][N:6]([CH2:20][CH2:21][NH:22][C:23]([O:25][C:26]([CH3:29])([CH3:28])[CH3:27])=[O:24])[C:7](=[O:19])[CH2:8][CH2:9][N:10]1[CH:18]=[C:16]([CH3:17])[C:14](=[O:15])[NH:13][C:11]1=[O:12])C.[OH-].[Na+]. Product: [C:23]([NH:22][CH2:21][CH2:20][N:6]([C:7](=[O:19])[CH2:8][CH2:9][N:10]1[CH:18]=[C:16]([CH3:17])[C:14](=[O:15])[NH:13][C:11]1=[O:12])[CH2:5][C:4]([OH:30])=[O:3])([O:25][C:26]([CH3:28])([CH3:29])[CH3:27])=[O:24]. The catalyst class is: 5. (5) Reactant: [N:1]1([C:6]2[CH:11]=[CH:10][C:9]([CH2:12][C:13]([OH:15])=O)=[CH:8][CH:7]=2)[CH2:5][CH2:4][CH2:3][CH2:2]1.Cl.[CH3:17][O:18][C:19]1[CH:20]=[CH:21][C:22]([C@H:25]([NH2:27])[CH3:26])=[N:23][CH:24]=1.CN(C(ON1N=NC2C=CC=NC1=2)=[N+](C)C)C.F[P-](F)(F)(F)(F)F.C(N(CC)C(C)C)(C)C. Product: [CH3:17][O:18][C:19]1[CH:20]=[CH:21][C:22]([C@H:25]([NH:27][C:13](=[O:15])[CH2:12][C:9]2[CH:8]=[CH:7][C:6]([N:1]3[CH2:2][CH2:3][CH2:4][CH2:5]3)=[CH:11][CH:10]=2)[CH3:26])=[N:23][CH:24]=1. The catalyst class is: 3. (6) Reactant: Cl[CH2:2][C:3]([NH:5][C:6]1[CH:11]=[CH:10][C:9]([N:12]2[C:16]([CH:17]3[CH2:19][CH2:18]3)=[CH:15][C:14]([C:20]([F:23])([F:22])[F:21])=[N:13]2)=[CH:8][CH:7]=1)=[O:4].[N:24]1[C:28]2[CH:29]=[CH:30][CH:31]=[CH:32][C:27]=2[NH:26][CH:25]=1.[H-].[Na+].O. Product: [N:24]1([CH2:2][C:3]([NH:5][C:6]2[CH:11]=[CH:10][C:9]([N:12]3[C:16]([CH:17]4[CH2:19][CH2:18]4)=[CH:15][C:14]([C:20]([F:23])([F:22])[F:21])=[N:13]3)=[CH:8][CH:7]=2)=[O:4])[C:28]2[CH:29]=[CH:30][CH:31]=[CH:32][C:27]=2[N:26]=[CH:25]1. The catalyst class is: 31. (7) Reactant: [Br:1][C:2]1[CH:3]=[C:4]([C:8](O)([CH3:10])[CH3:9])[CH:5]=[N:6][CH:7]=1.C(N(C(C)C)CC)(C)C.CS(Cl)(=O)=O. Product: [Br:1][C:2]1[CH:7]=[N:6][CH:5]=[C:4]([C:8]([CH3:10])=[CH2:9])[CH:3]=1. The catalyst class is: 4. (8) Reactant: [CH2:1]([N:3]([S:19]([C:22]1[S:23][CH:24]=[CH:25][CH:26]=1)(=[O:21])=[O:20])[C:4]1[CH:5]=[CH:6][C:7]([CH3:18])=[C:8]2[C:12]=1[NH:11][C:10]([C:13]([O:15]CC)=[O:14])=[CH:9]2)[CH3:2].CO.[OH-].[K+].C(O)(=O)CC(CC(O)=O)(C(O)=O)O. Product: [CH2:1]([N:3]([S:19]([C:22]1[S:23][CH:24]=[CH:25][CH:26]=1)(=[O:20])=[O:21])[C:4]1[CH:5]=[CH:6][C:7]([CH3:18])=[C:8]2[C:12]=1[NH:11][C:10]([C:13]([OH:15])=[O:14])=[CH:9]2)[CH3:2]. The catalyst class is: 7.